Dataset: Full USPTO retrosynthesis dataset with 1.9M reactions from patents (1976-2016). Task: Predict the reactants needed to synthesize the given product. (1) Given the product [C:52]([C@H:49]1[CH2:50][CH2:51][C@H:46]([NH:5][S:6]([C:9]2[CH:10]=[C:11]([CH:43]=[CH:44][CH:45]=2)[C:12]([NH:14][C:15]2[CH:41]=[CH:40][C:39]([F:42])=[CH:38][C:16]=2[C:17]([NH:19][C:20]2[CH:25]=[CH:24][C:23]([CH2:26][CH2:27][C:28]3[CH:29]=[CH:30][C:31]([C:32]([OH:34])=[O:33])=[CH:36][CH:37]=3)=[CH:22][CH:21]=2)=[O:18])=[O:13])(=[O:7])=[O:8])[CH2:47][CH2:48]1)([OH:54])=[O:53], predict the reactants needed to synthesize it. The reactants are: [OH-].[Na+].C([N:5]([C@H:46]1[CH2:51][CH2:50][C@H:49]([C:52]([O:54]C)=[O:53])[CH2:48][CH2:47]1)[S:6]([C:9]1[CH:10]=[C:11]([CH:43]=[CH:44][CH:45]=1)[C:12]([NH:14][C:15]1[CH:41]=[CH:40][C:39]([F:42])=[CH:38][C:16]=1[C:17]([NH:19][C:20]1[CH:25]=[CH:24][C:23]([CH2:26][CH2:27][C:28]2[CH:37]=[CH:36][C:31]([C:32]([O:34]C)=[O:33])=[CH:30][CH:29]=2)=[CH:22][CH:21]=1)=[O:18])=[O:13])(=[O:8])=[O:7])C.Cl. (2) Given the product [CH2:1]([C:8]1[CH:9]=[C:10]([I:22])[C:11]([OH:14])=[N:12][CH:13]=1)[C:2]1[CH:3]=[CH:4][CH:5]=[CH:6][CH:7]=1, predict the reactants needed to synthesize it. The reactants are: [CH2:1]([C:8]1[CH:9]=[CH:10][C:11]([OH:14])=[N:12][CH:13]=1)[C:2]1[CH:7]=[CH:6][CH:5]=[CH:4][CH:3]=1.C(O)(C(F)(F)F)=O.[I:22]N1C(=O)CCC1=O.[NH4+].[OH-]. (3) The reactants are: [F:1][C:2]1[CH:15]=[CH:14][CH:13]=[C:12]([F:16])[C:3]=1[O:4][C:5]1[CH:11]=[CH:10][C:8](N)=[CH:7][CH:6]=1.Cl.N([O-])=O.[Na+].[Na+].[I-:23]. Given the product [F:1][C:2]1[CH:15]=[CH:14][CH:13]=[C:12]([F:16])[C:3]=1[O:4][C:5]1[CH:11]=[CH:10][C:8]([I:23])=[CH:7][CH:6]=1, predict the reactants needed to synthesize it. (4) Given the product [C:19]([C:18]([NH:17][C:8]([C:5]1[CH:4]=[C:3]([O:11][CH2:12][C:13]([F:16])([F:15])[F:14])[C:2]([Br:1])=[CH:7][N:6]=1)=[O:10])([CH3:26])[CH2:21][S:22]([CH3:25])(=[O:24])=[O:23])#[N:20], predict the reactants needed to synthesize it. The reactants are: [Br:1][C:2]1[C:3]([O:11][CH2:12][C:13]([F:16])([F:15])[F:14])=[CH:4][C:5]([C:8]([OH:10])=O)=[N:6][CH:7]=1.[NH2:17][C:18]([CH3:26])([CH2:21][S:22]([CH3:25])(=[O:24])=[O:23])[C:19]#[N:20]. (5) The reactants are: [F:1][C:2]1[C:7]([F:8])=[CH:6][CH:5]=[CH:4][C:3]=1[C:9]1[N:34]=[C:12]2[CH:13]=[N:14][N:15]([CH2:17][C:18]3[O:22][N:21]=[C:20]([C:23]4[CH:28]=[CH:27][C:26]([OH:29])=[CH:25][C:24]=4[C:30]([F:33])([F:32])[F:31])[CH:19]=3)[CH:16]=[C:11]2[N:10]=1.Cl[CH2:36][C:37]([N:39]1[CH2:44][CH2:43][O:42][CH2:41][CH2:40]1)=[O:38].C([O-])([O-])=O.[K+].[K+]. Given the product [F:1][C:2]1[C:7]([F:8])=[CH:6][CH:5]=[CH:4][C:3]=1[C:9]1[N:34]=[C:12]2[CH:13]=[N:14][N:15]([CH2:17][C:18]3[O:22][N:21]=[C:20]([C:23]4[CH:28]=[CH:27][C:26]([O:29][CH2:36][C:37]([N:39]5[CH2:44][CH2:43][O:42][CH2:41][CH2:40]5)=[O:38])=[CH:25][C:24]=4[C:30]([F:32])([F:33])[F:31])[CH:19]=3)[CH:16]=[C:11]2[N:10]=1, predict the reactants needed to synthesize it. (6) Given the product [Br:13][C:14]1[CH:15]=[CH:16][C:17]([Cl:23])=[C:18]([C:19]([C:8]2[CH:9]=[CH:10][C:5]([O:11][CH3:12])=[CH:6][CH:7]=2)=[O:20])[CH:22]=1, predict the reactants needed to synthesize it. The reactants are: [Cl-].[Cl-].[Cl-].[Al+3].[C:5]1([O:11][CH3:12])[CH:10]=[CH:9][CH:8]=[CH:7][CH:6]=1.[Br:13][C:14]1[CH:15]=[CH:16][C:17]([Cl:23])=[C:18]([CH:22]=1)[C:19](Cl)=[O:20].Cl. (7) The reactants are: Br[C:2]1[N:3]=[CH:4][C:5]([C:8]2[C:9]([F:25])=[C:10]([F:24])[C:11]([N:16]3[CH2:21][CH:20]([CH3:22])[O:19][CH:18]([CH3:23])[CH2:17]3)=[C:12]([CH:15]=2)[CH:13]=[O:14])=[N:6][CH:7]=1.[C:26](=O)([O-])[O-].[Na+].[Na+].C(#N)C.O.CB(O)O. Given the product [CH3:23][CH:18]1[O:19][CH:20]([CH3:22])[CH2:21][N:16]([C:11]2[C:10]([F:24])=[C:9]([F:25])[C:8]([C:5]3[CH:4]=[N:3][C:2]([CH3:26])=[CH:7][N:6]=3)=[CH:15][C:12]=2[CH:13]=[O:14])[CH2:17]1, predict the reactants needed to synthesize it. (8) The reactants are: [C:1](Cl)(=[O:4])[CH:2]=[CH2:3].[OH:6][CH2:7][CH2:8][CH2:9][CH2:10][CH2:11][CH2:12][CH2:13][CH2:14][CH2:15][CH2:16][CH2:17][C:18]1[CH:23]=[CH:22][C:21]([OH:24])=[CH:20][CH:19]=1.CN(C)C1C=CC=CC=1. Given the product [C:1]([O:6][CH2:7][CH2:8][CH2:9][CH2:10][CH2:11][CH2:12][CH2:13][CH2:14][CH2:15][CH2:16][CH2:17][C:18]1[CH:19]=[CH:20][C:21]([OH:24])=[CH:22][CH:23]=1)(=[O:4])[CH:2]=[CH2:3], predict the reactants needed to synthesize it. (9) Given the product [Cl:17][C:18]1[CH:38]=[CH:37][C:36]([C:39]([F:40])([F:41])[F:42])=[CH:35][C:19]=1[C:20]([NH:22][C@H:23]1[CH2:28][CH2:27][C@H:26]([CH2:29][N:12]2[C:11]([CH3:14])=[CH:10][C:9]([C:6]3[CH:5]=[CH:4][C:3]([O:2][CH3:1])=[CH:8][CH:7]=3)=[N:13]2)[CH2:25][CH2:24]1)=[O:21], predict the reactants needed to synthesize it. The reactants are: [CH3:1][O:2][C:3]1[CH:8]=[CH:7][C:6]([C:9]2[NH:13][N:12]=[C:11]([CH3:14])[CH:10]=2)=[CH:5][CH:4]=1.[H-].[Na+].[Cl:17][C:18]1[CH:38]=[CH:37][C:36]([C:39]([F:42])([F:41])[F:40])=[CH:35][C:19]=1[C:20]([NH:22][C@H:23]1[CH2:28][CH2:27][C@H:26]([CH2:29]OS(C)(=O)=O)[CH2:25][CH2:24]1)=[O:21].